This data is from Experimentally validated miRNA-target interactions with 360,000+ pairs, plus equal number of negative samples. The task is: Binary Classification. Given a miRNA mature sequence and a target amino acid sequence, predict their likelihood of interaction. Result: 1 (interaction). The miRNA is hsa-miR-30e-3p with sequence CUUUCAGUCGGAUGUUUACAGC. The protein sequence of the target gene is MDDSTEREQSRLTSCLKKREEMKLKECVSILPRKESPSVRSSKDGKLLAATLLLALLSCCLTVVSFYQVAALQGDLASLRAELQGHHAEKLPAGAGAPKAGLEEAPAVTAGLKIFEPPAPGEGNSSQNSRNKRAVQGPEETVTQDCLQLIADSETPTIQKGSYTFVPWLLSFKRGSALEEKENKILVKETGYFFIYGQVLYTDKTYAMGHLIQRKKVHVFGDELSLVTLFRCIQNMPETLPNNSCYSAGIAKLEEGDELQLAIPRENAQISLDGDVTFFGALKLL.